From a dataset of Full USPTO retrosynthesis dataset with 1.9M reactions from patents (1976-2016). Predict the reactants needed to synthesize the given product. (1) Given the product [CH2:1]([O:6][C:7]1[C:8](=[O:14])[C:9]2[C:10](=[CH:16][CH:15]=[C:17]3[C:18]=2[CH2:19][CH2:20][CH2:21][CH2:22]3)[C:11](=[O:13])[CH:12]=1)[CH:2]=[C:3]([CH3:5])[CH3:4], predict the reactants needed to synthesize it. The reactants are: [CH2:1]([O:6][C:7]1[C:8](=[O:14])[CH:9]=[CH:10][C:11](=[O:13])[CH:12]=1)[CH:2]=[C:3]([CH3:5])[CH3:4].[CH:15]([C:17]1[CH2:22][CH2:21][CH2:20][CH2:19][CH:18]=1)=[CH2:16]. (2) Given the product [CH2:1]([O:5][CH2:6][CH:7]1[CH2:12][CH2:11][C:10]([C:13]2[CH:22]=[CH:23][CH:18]=[CH:19][CH:20]=2)([N:15]([CH3:17])[CH3:16])[CH2:9][CH2:8]1)[C:2]#[C:3][CH3:4], predict the reactants needed to synthesize it. The reactants are: [CH2:1]([O:5][CH2:6][CH:7]1[CH2:12][CH2:11][C:10]([N:15]([CH3:17])[CH3:16])([C:13]#N)[CH2:9][CH2:8]1)[C:2]#[C:3][CH3:4].[C:18]1([Mg]Cl)[CH:23]=[CH:22]C=[CH:20][CH:19]=1.[Cl-].[NH4+].O.